From a dataset of Full USPTO retrosynthesis dataset with 1.9M reactions from patents (1976-2016). Predict the reactants needed to synthesize the given product. (1) Given the product [Cl:1][C:2]1[N:3]=[C:4]([CH3:16])[NH:5][C:6]=1[CH2:7][OH:8], predict the reactants needed to synthesize it. The reactants are: [Cl:1][C:2]1[N:3]=[C:4]([CH3:16])[NH:5][C:6]=1[CH2:7][O:8]CC1C=CC=CC=1.CS(O)(=O)=O.[OH-].[Na+]. (2) Given the product [Br:28][C:12]1[N:8]([CH2:7][CH:1]2[CH2:2][CH2:3][CH2:4][CH2:5][CH2:6]2)[C:9]([CH3:20])=[C:10]([S:13]([CH2:16][CH:17]2[CH2:18][CH2:19]2)(=[O:15])=[O:14])[CH:11]=1, predict the reactants needed to synthesize it. The reactants are: [CH:1]1([CH2:7][N:8]2[CH:12]=[CH:11][C:10]([S:13]([CH2:16][CH:17]3[CH2:19][CH2:18]3)(=[O:15])=[O:14])=[C:9]2[CH3:20])[CH2:6][CH2:5][CH2:4][CH2:3][CH2:2]1.C1C(=O)N([Br:28])C(=O)C1. (3) Given the product [CH2:53]([S:50]([C:47]1[CH:48]=[CH:49][C:44]([CH:35]([CH2:34][CH:29]2[CH2:33][CH2:32][CH2:31][CH2:30]2)[C:36]([NH:38][C:39]2[S:40][CH:41]=[CH:42][N:43]=2)=[O:37])=[CH:45][CH:46]=1)(=[O:52])=[O:51])[CH2:54][CH2:55][CH3:2], predict the reactants needed to synthesize it. The reactants are: N[C:2]1SC=CN=1.C1(CC(C2C=CC(S(CCC)(=O)=O)=CC=2)C(O)=O)CCCC1.[CH:29]1([CH2:34][CH:35]([C:44]2[CH:49]=[CH:48][C:47]([S:50]([CH2:53][CH2:54][CH3:55])(=[O:52])=[O:51])=[CH:46][CH:45]=2)[C:36]([NH:38][C:39]2[S:40][CH:41]=[CH:42][N:43]=2)=[O:37])[CH2:33][CH2:32][CH2:31][CH2:30]1. (4) The reactants are: C([Mg]Cl)(C)C.C1COCC1.[CH3:11][C:12]1([CH3:24])[O:16][C@@H:15]([CH2:17][N:18]2[CH:22]=[C:21](I)[CH:20]=[N:19]2)[CH2:14][O:13]1.CO[B:27]1[O:31][C:30]([CH3:33])([CH3:32])[C:29]([CH3:35])([CH3:34])[O:28]1. Given the product [CH3:11][C:12]1([CH3:24])[O:16][C@@H:15]([CH2:17][N:18]2[CH:22]=[C:21]([B:27]3[O:31][C:30]([CH3:33])([CH3:32])[C:29]([CH3:35])([CH3:34])[O:28]3)[CH:20]=[N:19]2)[CH2:14][O:13]1, predict the reactants needed to synthesize it. (5) Given the product [Cl:1][C:2]1[CH:7]=[CH:6][C:5]([C:8]2[CH:9]=[C:10]([NH:20][C:29](=[O:30])[C:27]3[CH:26]=[CH:25][N:24]=[C:23]([OH:22])[CH:28]=3)[CH:11]=[N:12][C:13]=2[O:14][CH2:15][C:16]([F:17])([F:18])[F:19])=[CH:4][C:3]=1[CH3:21], predict the reactants needed to synthesize it. The reactants are: [Cl:1][C:2]1[CH:7]=[CH:6][C:5]([C:8]2[CH:9]=[C:10]([NH2:20])[CH:11]=[N:12][C:13]=2[O:14][CH2:15][C:16]([F:19])([F:18])[F:17])=[CH:4][C:3]=1[CH3:21].[O:22]=[C:23]1[CH:28]=[C:27]([C:29](O)=[O:30])[CH:26]=[CH:25][NH:24]1. (6) Given the product [CH:24]1([NH:27][C:11](=[O:12])[C:10]2[CH:14]=[CH:15][C:7]([N:6]3[C:2]([OH:1])=[C:3]([C:16]4[CH:21]=[CH:20][N:19]=[C:18]([O:22][CH3:23])[CH:17]=4)[CH:4]=[N:5]3)=[N:8][CH:9]=2)[CH2:26][CH2:25]1, predict the reactants needed to synthesize it. The reactants are: [OH:1][C:2]1[N:6]([C:7]2[CH:15]=[CH:14][C:10]([C:11](O)=[O:12])=[CH:9][N:8]=2)[N:5]=[CH:4][C:3]=1[C:16]1[CH:21]=[CH:20][N:19]=[C:18]([O:22][CH3:23])[CH:17]=1.[CH:24]1([NH2:27])[CH2:26][CH2:25]1.